Dataset: Full USPTO retrosynthesis dataset with 1.9M reactions from patents (1976-2016). Task: Predict the reactants needed to synthesize the given product. (1) Given the product [CH2:1]([O:8][C:9]1[CH:17]=[CH:16][C:12]([C:13]([O:15][CH3:27])=[O:14])=[CH:11][C:10]=1[O:18][CH2:19][CH:20]1[CH2:21][CH2:22]1)[C:2]1[CH:3]=[CH:4][CH:5]=[CH:6][CH:7]=1, predict the reactants needed to synthesize it. The reactants are: [CH2:1]([O:8][C:9]1[CH:17]=[CH:16][C:12]([C:13]([OH:15])=[O:14])=[CH:11][C:10]=1[O:18][CH2:19][CH:20]1[CH2:22][CH2:21]1)[C:2]1[CH:7]=[CH:6][CH:5]=[CH:4][CH:3]=1.S(Cl)(Cl)=O.[CH3:27]O. (2) Given the product [Cl:1][C:2]1[CH:7]=[C:6]([C:8]#[C:9][C:10]2[N:11]=[C:12]([CH3:15])[N:13]([C:20]3[CH:19]=[CH:18][C:17]([F:16])=[CH:22][C:21]=3[F:23])[CH:14]=2)[CH:5]=[CH:4][N:3]=1, predict the reactants needed to synthesize it. The reactants are: [Cl:1][C:2]1[CH:7]=[C:6]([C:8]#[C:9][C:10]2[N:11]=[C:12]([CH3:15])[NH:13][CH:14]=2)[CH:5]=[CH:4][N:3]=1.[F:16][C:17]1[CH:22]=[C:21]([F:23])[CH:20]=[CH:19][C:18]=1B(O)O. (3) Given the product [F:23][C:24]1[CH:25]=[C:26]([CH:29]=[CH:30][CH:31]=1)[CH2:27][O:20][C:17]1[CH:18]=[CH:19][C:14]([CH2:13][C:10]2[CH:9]=[C:8]([C:7]3[C:2]([NH2:1])=[N:3][CH:4]=[CH:5][CH:6]=3)[O:12][N:11]=2)=[CH:15][CH:16]=1, predict the reactants needed to synthesize it. The reactants are: [NH2:1][C:2]1[C:7]([C:8]2[O:12][N:11]=[C:10]([CH2:13][C:14]3[CH:19]=[CH:18][C:17]([OH:20])=[CH:16][CH:15]=3)[CH:9]=2)=[CH:6][CH:5]=[CH:4][N:3]=1.[OH-].[Na+].[F:23][C:24]1[CH:25]=[C:26]([CH:29]=[CH:30][CH:31]=1)[CH2:27]Br. (4) Given the product [CH2:13]([N:20]1[C@H:25]2[CH2:24][CH2:23][C@@:22]3([CH:38]=[CH:39][CH2:40][O:41]3)[C@:21]1([C:61]1[CH:62]=[CH:63][CH:64]=[CH:65][CH:66]=1)[CH2:27][C@H:26]2[S:28]([C:31]1[CH:32]=[CH:33][CH:34]=[CH:35][CH:36]=1)(=[O:29])=[O:30])[C:14]1[CH:19]=[CH:18][CH:17]=[CH:16][CH:15]=1, predict the reactants needed to synthesize it. The reactants are: CCOC(/N=N/C(OCC)=O)=O.[CH2:13]([N:20]1[C@@H:25]2[C@H:26]([S:28]([C:31]3[CH:36]=[CH:35][CH:34]=[CH:33][CH:32]=3)(=[O:30])=[O:29])[CH2:27][C@@:21]1(C1C=CC=CC=1)[C@@:22](/[CH:38]=[CH:39]\[CH2:40][OH:41])(O)[CH2:23][CH2:24]2)[C:14]1[CH:19]=[CH:18][CH:17]=[CH:16][CH:15]=1.[C:61]1(P([C:61]2[CH:66]=[CH:65][CH:64]=[CH:63][CH:62]=2)[C:61]2[CH:66]=[CH:65][CH:64]=[CH:63][CH:62]=2)[CH:66]=[CH:65][CH:64]=[CH:63][CH:62]=1. (5) Given the product [Br:1][C:2]1[CH:3]=[C:4]([CH:7]=[C:8]([O:23][CH2:21][CH3:22])[CH:9]=1)[C:5]#[N:6], predict the reactants needed to synthesize it. The reactants are: [Br:1][C:2]1[CH:3]=[C:4]([CH:7]=[C:8](F)[CH:9]=1)[C:5]#[N:6].C[Si]([N-][Si](C)(C)C)(C)C.[Na+].[CH2:21]([OH:23])[CH3:22].